From a dataset of Full USPTO retrosynthesis dataset with 1.9M reactions from patents (1976-2016). Predict the reactants needed to synthesize the given product. Given the product [NH2:16][C:14](=[O:15])[C@H:13]([N:6]1[CH:5]=[CH:4][C:3]2[C:8](=[CH:9][CH:10]=[CH:11][C:2]=2[NH:1][C:31](=[O:32])[CH:30]([C:27]2[CH:28]=[CH:29][C:24]([Cl:23])=[C:25]([C:35]([F:36])([F:37])[F:38])[CH:26]=2)[CH3:34])[C:7]1=[O:12])[CH3:17], predict the reactants needed to synthesize it. The reactants are: [NH2:1][C:2]1[CH:11]=[CH:10][CH:9]=[C:8]2[C:3]=1[CH:4]=[CH:5][N:6]([C@H:13]([CH3:17])[C:14]([NH2:16])=[O:15])[C:7]2=[O:12].CN(C)C=O.[Cl:23][C:24]1[CH:29]=[CH:28][C:27]([CH:30]([CH3:34])[C:31](O)=[O:32])=[CH:26][C:25]=1[C:35]([F:38])([F:37])[F:36].F[P-](F)(F)(F)(F)F.C[N+](C)=C(N(C)C)ON1C2N=CC=CC=2N=N1.C(N(CC)C(C)C)(C)C.